This data is from NCI-60 drug combinations with 297,098 pairs across 59 cell lines. The task is: Regression. Given two drug SMILES strings and cell line genomic features, predict the synergy score measuring deviation from expected non-interaction effect. (1) Drug 1: C1CC(=O)NC(=O)C1N2C(=O)C3=CC=CC=C3C2=O. Drug 2: C1CCC(C(C1)N)N.C(=O)(C(=O)[O-])[O-].[Pt+4]. Cell line: HT29. Synergy scores: CSS=6.56, Synergy_ZIP=-11.4, Synergy_Bliss=-16.6, Synergy_Loewe=-45.0, Synergy_HSA=-16.9. (2) Drug 1: C1=C(C(=O)NC(=O)N1)F. Drug 2: CC(C)CN1C=NC2=C1C3=CC=CC=C3N=C2N. Cell line: UACC62. Synergy scores: CSS=42.5, Synergy_ZIP=-1.63, Synergy_Bliss=-4.87, Synergy_Loewe=-6.66, Synergy_HSA=-6.35. (3) Drug 1: CCN(CC)CCNC(=O)C1=C(NC(=C1C)C=C2C3=C(C=CC(=C3)F)NC2=O)C. Drug 2: C1CC(=O)NC(=O)C1N2C(=O)C3=CC=CC=C3C2=O. Cell line: EKVX. Synergy scores: CSS=7.17, Synergy_ZIP=-2.19, Synergy_Bliss=2.29, Synergy_Loewe=-2.78, Synergy_HSA=1.14. (4) Cell line: OVCAR-8. Drug 1: CCCS(=O)(=O)NC1=C(C(=C(C=C1)F)C(=O)C2=CNC3=C2C=C(C=N3)C4=CC=C(C=C4)Cl)F. Synergy scores: CSS=55.4, Synergy_ZIP=14.9, Synergy_Bliss=15.2, Synergy_Loewe=-16.9, Synergy_HSA=13.7. Drug 2: C1=CC(=C2C(=C1NCCNCCO)C(=O)C3=C(C=CC(=C3C2=O)O)O)NCCNCCO. (5) Drug 1: CCCCCOC(=O)NC1=NC(=O)N(C=C1F)C2C(C(C(O2)C)O)O. Drug 2: CCN(CC)CCCC(C)NC1=C2C=C(C=CC2=NC3=C1C=CC(=C3)Cl)OC. Cell line: UACC62. Synergy scores: CSS=2.20, Synergy_ZIP=1.81, Synergy_Bliss=4.41, Synergy_Loewe=-2.06, Synergy_HSA=0.672.